This data is from Peptide-MHC class I binding affinity with 185,985 pairs from IEDB/IMGT. The task is: Regression. Given a peptide amino acid sequence and an MHC pseudo amino acid sequence, predict their binding affinity value. This is MHC class I binding data. (1) The peptide sequence is PALTFITPL. The MHC is H-2-Kb with pseudo-sequence H-2-Kb. The binding affinity (normalized) is 0.369. (2) The peptide sequence is DFIGKTIGF. The MHC is HLA-B35:01 with pseudo-sequence HLA-B35:01. The binding affinity (normalized) is 0.0847. (3) The peptide sequence is GTGTHPTTA. The MHC is HLA-B15:01 with pseudo-sequence HLA-B15:01. The binding affinity (normalized) is 0.0847.